Dataset: Reaction yield outcomes from USPTO patents with 853,638 reactions. Task: Predict the reaction yield, written as a fraction of the theoretical maximum amount of product (1.0 means a 100% yield; for example, 0.34 means a 34% yield). (1) The reactants are Br[C:2]1[CH:3]=[C:4]2[C:8](=[C:9]([CH3:11])[CH:10]=1)[NH:7][CH:6]=[C:5]2[C:12]#[N:13].[H-].[Na+].C([Li])(CC)C.C1CCCCC1.Cl.[C:28](=O)(O)[O-:29].[Na+]. The catalyst is CN(C)C=O.O1CCCC1. The product is [CH:28]([C:2]1[CH:3]=[C:4]2[C:8](=[C:9]([CH3:11])[CH:10]=1)[NH:7][CH:6]=[C:5]2[C:12]#[N:13])=[O:29]. The yield is 0.140. (2) The reactants are [Cl:1][C:2]1[CH:11]=[C:10](Cl)[C:9]2[C:4](=[CH:5][CH:6]=[C:7]([O:13][CH3:14])[CH:8]=2)[N:3]=1.CO.[NH3:17]. No catalyst specified. The product is [Cl:1][C:2]1[CH:11]=[C:10]([NH2:17])[C:9]2[C:4](=[CH:5][CH:6]=[C:7]([O:13][CH3:14])[CH:8]=2)[N:3]=1. The yield is 0.550. (3) The reactants are [C:1]1(=[CH:6][CH2:7][CH2:8][CH2:9][CH2:10][CH2:11][OH:12])[CH2:5][CH2:4][CH2:3][CH2:2]1. The catalyst is CO.[Pd]. The product is [CH:1]1([CH2:6][CH2:7][CH2:8][CH2:9][CH2:10][CH2:11][OH:12])[CH2:5][CH2:4][CH2:3][CH2:2]1. The yield is 1.00. (4) The reactants are [I-].[CH:2]1([CH:5]([C:7](=[O:14])[C:8]2[CH:13]=[CH:12][CH:11]=[CH:10][CH:9]=2)[CH3:6])[CH2:4][CH2:3]1.[CH2:15]([N:17](CC)[CH2:18][CH3:19])[CH3:16].CN(C=[O:26])C. The catalyst is C(OCC)(=O)C. The product is [CH:2]1([CH:5]([C:7](=[O:14])[C:8]2[CH:9]=[CH:10][CH:11]=[CH:12][CH:13]=2)[CH2:6][N:17]2[CH2:18][CH2:19][C@@H:16]([OH:26])[CH2:15]2)[CH2:4][CH2:3]1. The yield is 0.600.